This data is from Forward reaction prediction with 1.9M reactions from USPTO patents (1976-2016). The task is: Predict the product of the given reaction. (1) The product is: [Si:9]([O:8][C:5]1[CH:6]=[CH:7][C:2]([C:24]2[CH:25]=[C:26]([O:29][CH3:30])[CH:27]=[CH:28][C:23]=2[F:22])=[C:3]([CH2:16][C:17]([CH3:21])([CH3:20])[C:18]#[N:19])[CH:4]=1)([C:12]([CH3:15])([CH3:14])[CH3:13])([CH3:11])[CH3:10]. Given the reactants Br[C:2]1[CH:7]=[CH:6][C:5]([O:8][Si:9]([C:12]([CH3:15])([CH3:14])[CH3:13])([CH3:11])[CH3:10])=[CH:4][C:3]=1[CH2:16][C:17]([CH3:21])([CH3:20])[C:18]#[N:19].[F:22][C:23]1[CH:28]=[CH:27][C:26]([O:29][CH3:30])=[CH:25][C:24]=1B(O)O.C1(P(C2CCCCC2)C2C=CC=CC=2C2C(OC)=CC=CC=2OC)CCCCC1.C(=O)([O-])[O-].[Na+].[Na+], predict the reaction product. (2) Given the reactants [Cl:1][C:2]1[N:3]=[N:4][C:5]([Cl:9])=[CH:6][C:7]=1Cl.[CH2:10]([NH:12][CH2:13][CH3:14])[CH3:11].O.CC(=O)OCC, predict the reaction product. The product is: [Cl:1][C:2]1[N:3]=[N:4][C:5]([Cl:9])=[CH:6][C:7]=1[N:12]([CH2:13][CH3:14])[CH2:10][CH3:11]. (3) Given the reactants [CH2:1]([O:8][C:9]1[CH:10]=[CH:11][CH:12]=[C:13]2[C:17]=1[NH:16][CH:15]=[CH:14]2)[C:2]1[CH:7]=[CH:6][CH:5]=[CH:4][CH:3]=1.[OH-].[K+].S([O-])([O-])(=O)=O.[Na+].[Na+].S(OC)(O[CH3:31])(=O)=O, predict the reaction product. The product is: [CH2:1]([O:8][C:9]1[CH:10]=[CH:11][CH:12]=[C:13]2[C:17]=1[N:16]([CH3:31])[CH:15]=[CH:14]2)[C:2]1[CH:7]=[CH:6][CH:5]=[CH:4][CH:3]=1. (4) Given the reactants [F:1][C:2]1[CH:7]=[CH:6][C:5]([C:8]2[N:9]=[C:10]3[N:14]([C:15]=2[C:16](=[O:18])[CH3:17])[CH:13]=[CH:12][O:11]3)=[CH:4][CH:3]=1.CO[CH:21](OC)[N:22]([CH3:24])[CH3:23], predict the reaction product. The product is: [CH3:21][N:22]([CH3:24])[CH:23]=[CH:17][C:16]([C:15]1[N:14]2[C:10]([O:11][CH:12]=[CH:13]2)=[N:9][C:8]=1[C:5]1[CH:4]=[CH:3][C:2]([F:1])=[CH:7][CH:6]=1)=[O:18]. (5) Given the reactants Cl.[CH3:2][O:3][C:4]1[CH:5]=[C:6]([C:12]2[C@@H:21]3[C@@H:16]([CH2:17][CH2:18][CH2:19][CH2:20]3)[C:15](=[O:22])[N:14]([CH:23]3[CH2:28][CH2:27][NH:26][CH2:25][CH2:24]3)[N:13]=2)[CH:7]=[CH:8][C:9]=1[O:10][CH3:11].[C:29]([O:33][C:34]([NH:36][C@@H:37]([CH2:41][CH3:42])[C:38](O)=[O:39])=[O:35])([CH3:32])([CH3:31])[CH3:30].CN(C(ON1N=NC2C=CC=CC1=2)=[N+](C)C)C.F[P-](F)(F)(F)(F)F.CCN(C(C)C)C(C)C, predict the reaction product. The product is: [CH3:2][O:3][C:4]1[CH:5]=[C:6]([C:12]2[C@@H:21]3[C@@H:16]([CH2:17][CH2:18][CH2:19][CH2:20]3)[C:15](=[O:22])[N:14]([CH:23]3[CH2:24][CH2:25][N:26]([C:38](=[O:39])[C@@H:37]([NH:36][C:34](=[O:35])[O:33][C:29]([CH3:31])([CH3:30])[CH3:32])[CH2:41][CH3:42])[CH2:27][CH2:28]3)[N:13]=2)[CH:7]=[CH:8][C:9]=1[O:10][CH3:11]. (6) Given the reactants [CH2:1]([O:3][C:4](=[O:22])[CH2:5][C@@H:6]([NH2:21])[C:7]1[CH:12]=[CH:11][C:10]([O:13][Si:14]([C:17]([CH3:20])([CH3:19])[CH3:18])([CH3:16])[CH3:15])=[CH:9][CH:8]=1)[CH3:2].[Cl:23][C:24]1[N:29]=[C:28](Cl)[C:27]([Br:31])=[CH:26][N:25]=1.CCN(C(C)C)C(C)C, predict the reaction product. The product is: [CH2:1]([O:3][C:4](=[O:22])[CH2:5][C@@H:6]([NH:21][C:26]1[C:27]([Br:31])=[CH:28][N:29]=[C:24]([Cl:23])[N:25]=1)[C:7]1[CH:12]=[CH:11][C:10]([O:13][Si:14]([C:17]([CH3:18])([CH3:20])[CH3:19])([CH3:16])[CH3:15])=[CH:9][CH:8]=1)[CH3:2]. (7) Given the reactants [ClH:1].[F:2][C:3]1[CH:8]=[C:7]([F:9])[CH:6]=[CH:5][C:4]=1[C@H:10]1[C@H:14]([C:15]([N:17]2[CH2:22][CH2:21][C@:20]([O:29][CH3:30])([C:23]3[CH:28]=[CH:27][CH:26]=[CH:25][CH:24]=3)[C@@H:19]([O:31][CH3:32])[CH2:18]2)=[O:16])[CH2:13][N:12](C(OC(C)(C)C)=O)[CH2:11]1, predict the reaction product. The product is: [ClH:1].[F:2][C:3]1[CH:8]=[C:7]([F:9])[CH:6]=[CH:5][C:4]=1[C@@H:10]1[CH2:11][NH:12][CH2:13][C@H:14]1[C:15]([N:17]1[CH2:22][CH2:21][C@:20]([O:29][CH3:30])([C:23]2[CH:28]=[CH:27][CH:26]=[CH:25][CH:24]=2)[C@@H:19]([O:31][CH3:32])[CH2:18]1)=[O:16]. (8) Given the reactants [C:1]([O:4][CH2:5][C:6]1[C:11](Cl)=[CH:10][CH:9]=[CH:8][C:7]=1[N:13]1[N:22]([CH3:23])[CH2:21][C:20]2[C:15](=[CH:16][CH:17]=[C:18]([C:24]([CH3:27])([CH3:26])[CH3:25])[CH:19]=2)[C:14]1=[O:28])(=[O:3])[CH3:2].[B:29]1([B:29]2[O:33][C:32]([CH3:35])([CH3:34])[C:31]([CH3:37])([CH3:36])[O:30]2)[O:33][C:32]([CH3:35])([CH3:34])[C:31]([CH3:37])([CH3:36])[O:30]1.C([O-])(=O)C.[K+].CC(C1C=C(C(C)C)C(C2C=CC=CC=2P(C2CCCCC2)C2CCCCC2)=C(C(C)C)C=1)C, predict the reaction product. The product is: [C:1]([O:4][CH2:5][C:6]1[C:11]([B:29]2[O:33][C:32]([CH3:35])([CH3:34])[C:31]([CH3:37])([CH3:36])[O:30]2)=[CH:10][CH:9]=[CH:8][C:7]=1[N:13]1[N:22]([CH3:23])[CH2:21][C:20]2[C:15](=[CH:16][CH:17]=[C:18]([C:24]([CH3:27])([CH3:26])[CH3:25])[CH:19]=2)[C:14]1=[O:28])(=[O:3])[CH3:2]. (9) Given the reactants O[CH2:2][C:3]1[CH:12]=[N:11][C:10]2[N:9]3[CH2:13][CH2:14][CH2:15][CH2:16][C@H:8]3[C:7](=[O:17])[NH:6][C:5]=2[CH:4]=1.[I-].C(C[P+](C)(C)C)#N.C(N(C(C)C)C(C)C)C.[N:35]1([C:41]2[CH:48]=[CH:47][C:44]([C:45]#[N:46])=[CH:43][N:42]=2)[CH2:40][CH2:39][NH:38][CH2:37][CH2:36]1, predict the reaction product. The product is: [O:17]=[C:7]1[NH:6][C:5]2[CH:4]=[C:3]([CH2:2][N:38]3[CH2:39][CH2:40][N:35]([C:41]4[CH:48]=[CH:47][C:44]([C:45]#[N:46])=[CH:43][N:42]=4)[CH2:36][CH2:37]3)[CH:12]=[N:11][C:10]=2[N:9]2[CH2:13][CH2:14][CH2:15][CH2:16][C@@H:8]12. (10) Given the reactants Cl.[N+:2]([C:5]1[CH:12]=[CH:11][CH:10]=[CH:9][C:6]=1[CH2:7][NH2:8])([O-:4])=[O:3].[CH3:13][C:14]([CH3:16])=O.C([BH3-])#N.[Na+], predict the reaction product. The product is: [CH:14]([NH:8][CH2:7][C:6]1[CH:9]=[CH:10][CH:11]=[CH:12][C:5]=1[N+:2]([O-:4])=[O:3])([CH3:16])[CH3:13].